Dataset: Full USPTO retrosynthesis dataset with 1.9M reactions from patents (1976-2016). Task: Predict the reactants needed to synthesize the given product. (1) Given the product [CH3:40][NH:1][C:2]1[CH:10]=[CH:9][CH:8]=[C:7]2[C:3]=1[C:4]([C:15]([N:17]1[CH2:18][CH2:19][CH:20]([C:23]3[CH:24]=[C:25]([CH:34]=[CH:35][C:36]=3[F:37])[CH2:26][NH:27][C:28](=[O:33])[C:29]([F:31])([F:32])[F:30])[CH2:21][CH2:22]1)=[O:16])=[CH:5][N:6]2[CH2:11][CH2:12][O:13][CH3:14], predict the reactants needed to synthesize it. The reactants are: [NH2:1][C:2]1[CH:10]=[CH:9][CH:8]=[C:7]2[C:3]=1[C:4]([C:15]([N:17]1[CH2:22][CH2:21][CH:20]([C:23]3[CH:24]=[C:25]([CH:34]=[CH:35][C:36]=3[F:37])[CH2:26][NH:27][C:28](=[O:33])[C:29]([F:32])([F:31])[F:30])[CH2:19][CH2:18]1)=[O:16])=[CH:5][N:6]2[CH2:11][CH2:12][O:13][CH3:14].C=O.[C:40]([BH3-])#N.[Na+]. (2) Given the product [Cl:11][C:5]1[CH:6]=[C:7]([N+:8]([O-:10])=[O:9])[C:2]([C:16]#[C:15][C:13]([CH3:14])([OH:17])[CH3:12])=[N:3][CH:4]=1, predict the reactants needed to synthesize it. The reactants are: Br[C:2]1[C:7]([N+:8]([O-:10])=[O:9])=[CH:6][C:5]([Cl:11])=[CH:4][N:3]=1.[CH3:12][C:13]([OH:17])([C:15]#[CH:16])[CH3:14].CN1CCCC1=O.CCN(CC)CC. (3) Given the product [Cl:11][C:9]1[C:8]([N+:12]([O-:14])=[O:13])=[C:7]([CH3:15])[N:6]=[C:5]([O:2][CH3:1])[N:10]=1, predict the reactants needed to synthesize it. The reactants are: [CH3:1][O-:2].[Na+].Cl[C:5]1[N:10]=[C:9]([Cl:11])[C:8]([N+:12]([O-:14])=[O:13])=[C:7]([CH3:15])[N:6]=1. (4) Given the product [Br:1][C:22]1[CH:23]=[C:17]([C:11]([C:10]([Cl:9])([F:26])[F:27])([F:16])[C:12]([F:15])([F:14])[F:13])[CH:18]=[C:19]([CH2:24][CH3:25])[C:20]=1[NH2:21], predict the reactants needed to synthesize it. The reactants are: [Br:1]N1C(=O)CCC1=O.[Cl:9][C:10]([F:27])([F:26])[C:11]([C:17]1[CH:23]=[CH:22][C:20]([NH2:21])=[C:19]([CH2:24][CH3:25])[CH:18]=1)([F:16])[C:12]([F:15])([F:14])[F:13].[OH-].[Na+]. (5) Given the product [N:3]1([NH2:1])[C:12]2[C:7](=[CH:8][CH:9]=[CH:10][CH:11]=2)[CH2:6][CH2:5][CH2:4]1, predict the reactants needed to synthesize it. The reactants are: [N:1]([N:3]1[C:12]2[C:7](=[CH:8][CH:9]=[CH:10][CH:11]=2)[CH2:6][CH2:5][CH2:4]1)=O.[H-].[H-].[H-].[H-].[Li+].[Al+3]. (6) Given the product [Cl:1][C:2]1[CH:3]=[C:4]([S:8]([N:11]2[C:15]([C:16]3[CH:21]=[CH:20][CH:19]=[CH:18][C:17]=3[F:22])=[C:14]3[CH2:23][N:24]([C:27]([O:29][C:30]([CH3:33])([CH3:32])[CH3:31])=[O:28])[CH:25]([NH:35][CH3:34])[C:13]3=[CH:12]2)(=[O:9])=[O:10])[CH:5]=[CH:6][CH:7]=1, predict the reactants needed to synthesize it. The reactants are: [Cl:1][C:2]1[CH:3]=[C:4]([S:8]([N:11]2[C:15]([C:16]3[CH:21]=[CH:20][CH:19]=[CH:18][C:17]=3[F:22])=[C:14]3[CH2:23][N:24]([C:27]([O:29][C:30]([CH3:33])([CH3:32])[CH3:31])=[O:28])[C:25](=O)[C:13]3=[CH:12]2)(=[O:10])=[O:9])[CH:5]=[CH:6][CH:7]=1.[C:34]([BH3-])#[N:35].[Na+].CN.O1CCCC1.C(=O)(O)[O-].[Na+]. (7) Given the product [CH2:28]([O:27][C:25](=[O:26])[NH:15][C:12]1[CH:13]=[CH:14][C:9]([O:8][CH2:1][C:2]2[CH:7]=[CH:6][CH:5]=[CH:4][CH:3]=2)=[C:10]([F:18])[CH:11]=1)[C:29]1[CH:34]=[CH:33][CH:32]=[CH:31][CH:30]=1, predict the reactants needed to synthesize it. The reactants are: [CH2:1]([O:8][C:9]1[CH:14]=[CH:13][C:12]([N+:15]([O-])=O)=[CH:11][C:10]=1[F:18])[C:2]1[CH:7]=[CH:6][CH:5]=[CH:4][CH:3]=1.C(=O)(O)[O-].[Na+].Cl[C:25]([O:27][CH2:28][C:29]1[CH:34]=[CH:33][CH:32]=[CH:31][CH:30]=1)=[O:26].CCCCCC.C(OCC)(=O)C.